From a dataset of Full USPTO retrosynthesis dataset with 1.9M reactions from patents (1976-2016). Predict the reactants needed to synthesize the given product. Given the product [CH2:1]([NH:8][CH2:9][CH:10]([CH2:21][O:22][Si:27]([C:23]([CH3:26])([CH3:25])[CH3:24])([CH3:29])[CH3:28])[CH:11]([C:13]1[CH:18]=[CH:17][C:16]([F:19])=[C:15]([Cl:20])[CH:14]=1)[OH:12])[C:2]1[CH:7]=[CH:6][CH:5]=[CH:4][CH:3]=1, predict the reactants needed to synthesize it. The reactants are: [CH2:1]([NH:8][CH2:9][CH:10]([CH2:21][OH:22])[CH:11]([C:13]1[CH:18]=[CH:17][C:16]([F:19])=[C:15]([Cl:20])[CH:14]=1)[OH:12])[C:2]1[CH:7]=[CH:6][CH:5]=[CH:4][CH:3]=1.[C:23]([Si:27](Cl)([CH3:29])[CH3:28])([CH3:26])([CH3:25])[CH3:24].C(N(CC)CC)C.